Dataset: NCI-60 drug combinations with 297,098 pairs across 59 cell lines. Task: Regression. Given two drug SMILES strings and cell line genomic features, predict the synergy score measuring deviation from expected non-interaction effect. Drug 1: C1=C(C(=O)NC(=O)N1)F. Drug 2: C1CCC(C(C1)N)N.C(=O)(C(=O)[O-])[O-].[Pt+4]. Cell line: HS 578T. Synergy scores: CSS=35.6, Synergy_ZIP=-6.86, Synergy_Bliss=-0.678, Synergy_Loewe=-0.788, Synergy_HSA=-0.422.